Dataset: Catalyst prediction with 721,799 reactions and 888 catalyst types from USPTO. Task: Predict which catalyst facilitates the given reaction. Product: [Cl:20][C:21]1[CH:22]=[C:23]([CH:26]=[CH:27][C:28]=1[Cl:29])[CH2:24][NH:1][C:2]1[CH:3]=[C:4]([CH2:5][OH:6])[CH:7]=[CH:8][CH:9]=1. The catalyst class is: 6. Reactant: [NH2:1][C:2]1[CH:3]=[C:4]([CH:7]=[CH:8][CH:9]=1)[CH2:5][OH:6].C([O-])(O)=O.[Na+].CN(C=O)C.[Cl:20][C:21]1[CH:22]=[C:23]([CH:26]=[CH:27][C:28]=1[Cl:29])[CH2:24]Cl.